From a dataset of Full USPTO retrosynthesis dataset with 1.9M reactions from patents (1976-2016). Predict the reactants needed to synthesize the given product. The reactants are: CS([C:4]1[N:9]=[C:8]([NH:10][CH2:11][C:12]2[CH:17]=[CH:16][C:15]([O:18][CH3:19])=[C:14]([Cl:20])[CH:13]=2)[C:7]([C:21]([O:23][CH2:24][CH3:25])=[O:22])=[CH:6][N:5]=1)=O.[OH-].[Na+].CN(C)C(=[O:32])C.C(O)(=O)CC(CC(O)=O)(C(O)=O)O. Given the product [OH:32][C:4]1[N:9]=[C:8]([NH:10][CH2:11][C:12]2[CH:17]=[CH:16][C:15]([O:18][CH3:19])=[C:14]([Cl:20])[CH:13]=2)[C:7]([C:21]([O:23][CH2:24][CH3:25])=[O:22])=[CH:6][N:5]=1, predict the reactants needed to synthesize it.